Predict hERG channel inhibition at various concentrations. From a dataset of hERG Central: cardiac toxicity at 1µM, 10µM, and general inhibition. (1) The drug is COc1ccccc1C1CC(c2ccc(NS(C)(=O)=O)cc2)=NN1S(=O)(=O)c1ccccc1. Results: hERG_inhib (hERG inhibition (general)): blocker. (2) Results: hERG_inhib (hERG inhibition (general)): blocker. The molecule is Cc1ccccc1CN(C)C(=O)COC(=O)C(O)(c1ccccc1)c1ccccc1. (3) The drug is O=C(CN1CCN(C(=O)c2ccccc2)CC1)Nc1ncc(Br)cc1Br. Results: hERG_inhib (hERG inhibition (general)): blocker. (4) The molecule is Cc1ccc(C)c(N2CCN(CCCNC(=O)CCn3c(=O)c4cccn4c4cccnc43)CC2)c1. Results: hERG_inhib (hERG inhibition (general)): blocker. (5) The molecule is CCCCCC(O)(CCN1CCCCC1)c1ccc(OCC)cc1.Cl. Results: hERG_inhib (hERG inhibition (general)): blocker. (6) The compound is Cc1ccc2c(c1)c1c3n2CCN=C3CCC1.Cl. Results: hERG_inhib (hERG inhibition (general)): blocker. (7) The compound is Cc1ccc(CN2CCN(Cc3ccc(C)s3)CC2CCO)cc1. Results: hERG_inhib (hERG inhibition (general)): blocker.